This data is from Reaction yield outcomes from USPTO patents with 853,638 reactions. The task is: Predict the reaction yield, written as a fraction of the theoretical maximum amount of product (1.0 means a 100% yield; for example, 0.34 means a 34% yield). (1) The yield is 0.760. The product is [OH:8][CH:9]1[CH2:14][CH2:13][N:12]([C:15]2[CH:16]=[CH:17][C:18]([C:36]([F:39])([F:37])[F:38])=[C:19]([CH:35]=2)[C:20]([NH:22][C:23]2[C:24]([CH3:34])=[C:25]([CH:30]=[CH:31][C:32]=2[CH3:33])[C:26]([O:28][CH3:29])=[O:27])=[O:21])[CH2:11][CH2:10]1. The catalyst is C1COCC1. The reactants are [Si]([O:8][CH:9]1[CH2:14][CH2:13][N:12]([C:15]2[CH:16]=[CH:17][C:18]([C:36]([F:39])([F:38])[F:37])=[C:19]([CH:35]=2)[C:20]([NH:22][C:23]2[C:24]([CH3:34])=[C:25]([CH:30]=[CH:31][C:32]=2[CH3:33])[C:26]([O:28][CH3:29])=[O:27])=[O:21])[CH2:11][CH2:10]1)(C(C)(C)C)(C)C.[N+](CCCC)(CCCC)(CCCC)CCCC.[F-]. (2) The reactants are [O:1]1[C:6]2[CH:7]=[CH:8][C:9]([CH2:11]O)=[CH:10][C:5]=2[O:4][CH2:3][CH2:2]1.O=S(Cl)[Cl:15]. No catalyst specified. The product is [Cl:15][CH2:11][C:9]1[CH:8]=[CH:7][C:6]2[O:1][CH2:2][CH2:3][O:4][C:5]=2[CH:10]=1. The yield is 0.880. (3) The reactants are [C:1]([C:3]1[CH:4]=[N:5][C:6]2[C:11]([CH:12]=1)=[CH:10][CH:9]=[C:8]([O:13]C)[CH:7]=2)#[N:2].[Cl-].[Cl-].[Cl-].[Al+3]. The catalyst is C1C=CC=CC=1. The product is [C:1]([C:3]1[CH:4]=[N:5][C:6]2[C:11]([CH:12]=1)=[CH:10][CH:9]=[C:8]([OH:13])[CH:7]=2)#[N:2]. The yield is 0.680. (4) The reactants are [CH:1]([O:3][CH2:4][CH3:5])=[CH2:2].[N+](=[CH:8][C:9]([O:11][CH2:12][CH3:13])=[O:10])=[N-]. The catalyst is C(Cl)Cl.CC([O-])=O.CC([O-])=O.CC([O-])=O.CC([O-])=O.[Rh+2].[Rh+2]. The product is [CH2:1]([O:3][CH:4]1[CH2:5][CH:8]1[C:9]([O:11][CH2:12][CH3:13])=[O:10])[CH3:2]. The yield is 0.900. (5) The reactants are [CH2:1]([N:8]1[CH:16]=[C:15]2[C:10]([CH:11]=[C:12]([C:17]3[CH:18]=[C:19]([CH:27]4[O:32][CH2:31][CH2:30][NH:29][CH2:28]4)[N:20]4[C:25]=3[C:24]([NH2:26])=[N:23][CH:22]=[N:21]4)[CH:13]=[CH:14]2)=[N:9]1)[C:2]1[CH:7]=[CH:6][CH:5]=[CH:4][CH:3]=1.Cl[CH2:34][C:35]([N:37]([CH3:39])[CH3:38])=[O:36].C(=O)([O-])[O-].[K+].[K+].[I-].[K+]. The catalyst is CN(C=O)C. The product is [NH2:26][C:24]1[C:25]2=[C:17]([C:12]3[CH:13]=[CH:14][C:15]4[C:10]([CH:11]=3)=[N:9][N:8]([CH2:1][C:2]3[CH:7]=[CH:6][CH:5]=[CH:4][CH:3]=3)[CH:16]=4)[CH:18]=[C:19]([CH:27]3[O:32][CH2:31][CH2:30][N:29]([CH2:34][C:35]([N:37]([CH3:39])[CH3:38])=[O:36])[CH2:28]3)[N:20]2[N:21]=[CH:22][N:23]=1. The yield is 0.500. (6) The reactants are [ClH:1].[F:2][C:3]([F:34])([F:33])[C:4]1[CH:5]=[C:6]([CH:26]=[C:27]([C:29]([F:32])([F:31])[F:30])[CH:28]=1)[CH2:7][N:8]([CH3:25])[C:9]([C@@H:11]1[CH2:16][CH2:15][NH:14][CH2:13][C@H:12]1[C:17]1[CH:22]=[CH:21][C:20]([F:23])=[CH:19][C:18]=1[CH3:24])=[O:10].Br[CH2:36][C:37]([NH2:39])=[O:38].[Na+].[I-].Cl.C(OCC)(=O)C. The catalyst is CN(C=O)C.O.CCN(CC)CC. The product is [ClH:1].[NH2:39][C:37](=[O:38])[CH2:36][N:14]1[CH2:15][CH2:16][C@@H:11]([C:9]([N:8]([CH2:7][C:6]2[CH:26]=[C:27]([C:29]([F:30])([F:31])[F:32])[CH:28]=[C:4]([C:3]([F:2])([F:33])[F:34])[CH:5]=2)[CH3:25])=[O:10])[C@H:12]([C:17]2[CH:22]=[CH:21][C:20]([F:23])=[CH:19][C:18]=2[CH3:24])[CH2:13]1. The yield is 0.940. (7) The reactants are [Cl:1][C:2]1[CH:3]=[C:4]([CH:6]=[CH:7][CH:8]=1)[NH2:5].[N:9]([O-])=O.[Na+].O.O.Cl[Sn]Cl.[OH-].[Na+]. The catalyst is Cl.O. The product is [Cl:1][C:2]1[CH:3]=[C:4]([NH:5][NH2:9])[CH:6]=[CH:7][CH:8]=1. The yield is 0.720. (8) The reactants are [CH2:1]([CH:3]([CH2:16][CH2:17][CH2:18][CH3:19])[CH2:4][O:5][C:6]([N:8]1[CH2:13][CH2:12][CH:11]([CH2:14]O)[CH2:10][CH2:9]1)=[O:7])[CH3:2].C1(P(C2C=CC=CC=2)C2C=CC=CC=2)C=CC=CC=1.[Br:39]N1C(=O)CCC1=O. The catalyst is ClCCl. The product is [CH2:1]([CH:3]([CH2:16][CH2:17][CH2:18][CH3:19])[CH2:4][O:5][C:6]([N:8]1[CH2:13][CH2:12][CH:11]([CH2:14][Br:39])[CH2:10][CH2:9]1)=[O:7])[CH3:2]. The yield is 0.890. (9) The reactants are CCOC(/N=N/C(OCC)=O)=O.[OH:13][C:14]1[CH:23]=[CH:22][CH:21]=[C:20]2[C:15]=1[C:16]([NH:24][C:25]1[CH:30]=[CH:29][C:28]([O:31][C:32]3[CH:33]=[N:34][C:35]([CH3:38])=[CH:36][CH:37]=3)=[C:27]([CH3:39])[CH:26]=1)=[N:17][CH:18]=[N:19]2.[C:40]([O:44][CH3:45])(=[O:43])[CH2:41]O.C1(P(C2C=CC=CC=2)C2C=CC=CC=2)C=CC=CC=1. The catalyst is C(Cl)Cl. The product is [CH3:39][C:27]1[CH:26]=[C:25]([NH:24][C:16]2[C:15]3[C:20](=[CH:21][CH:22]=[CH:23][C:14]=3[O:13][CH2:41][C:40]([O:44][CH3:45])=[O:43])[N:19]=[CH:18][N:17]=2)[CH:30]=[CH:29][C:28]=1[O:31][C:32]1[CH:33]=[N:34][C:35]([CH3:38])=[CH:36][CH:37]=1. The yield is 0.740. (10) The reactants are [CH3:1][C:2]1[N:10]([C:11]([C:13]2[CH:14]=[CH:15][C:16]([Cl:19])=[CH:17][CH:18]=2)=[O:12])[C:9]2[CH:8]=[CH:7][C:6]([O:20][CH3:21])=[CH:5][C:4]=2[C:3]=1[CH2:22][C:23](O)=[O:24].[OH:26][CH2:27][CH2:28][CH2:29][CH2:30][NH2:31].C1C=CC2N(O)N=NC=2C=1.CCN(C(C)C)C(C)C.CCN=C=NCCCN(C)C.Cl. The catalyst is CN(C=O)C. The product is [OH:26][CH2:27][CH2:28][CH2:29][CH2:30][NH:31][C:23](=[O:24])[CH2:22][C:3]1[C:4]2[C:9](=[CH:8][CH:7]=[C:6]([O:20][CH3:21])[CH:5]=2)[N:10]([C:11](=[O:12])[C:13]2[CH:18]=[CH:17][C:16]([Cl:19])=[CH:15][CH:14]=2)[C:2]=1[CH3:1]. The yield is 0.700.